Task: Predict the reactants needed to synthesize the given product.. Dataset: Full USPTO retrosynthesis dataset with 1.9M reactions from patents (1976-2016) (1) The reactants are: BrC1C=CC=C2C=1C(O)(C1C(O)=CC3OCOC=3C=1)C(=O)N2CCCCC.[CH2:28]([O:30][C:31](=[O:55])[CH2:32][N:33]1[C:41]2[C:36](=[CH:37][C:38]([Cl:42])=[CH:39][CH:40]=2)[C:35](O)([C:43]2[C:44]([OH:52])=[CH:45][C:46]3[O:50][CH2:49][CH2:48][C:47]=3[CH:51]=2)[C:34]1=[O:54])[CH3:29]. Given the product [CH2:28]([O:30][C:31](=[O:55])[CH2:32][N:33]1[C:41]2[C:36](=[CH:37][C:38]([Cl:42])=[CH:39][CH:40]=2)[CH:35]([C:43]2[C:44]([OH:52])=[CH:45][C:46]3[O:50][CH2:49][CH2:48][C:47]=3[CH:51]=2)[C:34]1=[O:54])[CH3:29], predict the reactants needed to synthesize it. (2) Given the product [CH3:14][O:15][C:16]1[C:23]([C:24]2[S:25][CH:26]=[CH:27][CH:28]=2)=[CH:22][C:19](/[CH:20]=[CH:2]/[C:1]([C:4]2[CH:5]=[CH:6][C:7]([S:10]([NH2:13])(=[O:11])=[O:12])=[CH:8][CH:9]=2)=[O:3])=[C:18]([O:29][CH2:30][CH2:31][CH2:32][N:33]2[CH2:34][CH2:35][O:36][CH2:37][CH2:38]2)[CH:17]=1, predict the reactants needed to synthesize it. The reactants are: [C:1]([C:4]1[CH:9]=[CH:8][C:7]([S:10]([NH2:13])(=[O:12])=[O:11])=[CH:6][CH:5]=1)(=[O:3])[CH3:2].[CH3:14][O:15][C:16]1[C:23]([C:24]2[S:25][CH:26]=[CH:27][CH:28]=2)=[CH:22][C:19]([CH:20]=O)=[C:18]([O:29][CH2:30][CH2:31][CH2:32][N:33]2[CH2:38][CH2:37][O:36][CH2:35][CH2:34]2)[CH:17]=1.